From a dataset of Full USPTO retrosynthesis dataset with 1.9M reactions from patents (1976-2016). Predict the reactants needed to synthesize the given product. (1) Given the product [C:1]([C:13]1[CH:20]=[CH:19][C:16]([CH2:17][NH:26][CH2:25][C:24]2[CH:27]=[CH:28][CH:29]=[CH:30][C:23]=2[C:22]([F:21])([F:31])[F:32])=[CH:15][CH:14]=1)#[C:2][CH2:3][CH2:4][CH2:5][CH2:6][CH2:7][CH2:8][CH2:9][CH2:10][CH2:11][CH3:12], predict the reactants needed to synthesize it. The reactants are: [C:1]([C:13]1[CH:20]=[CH:19][C:16]([CH:17]=O)=[CH:15][CH:14]=1)#[C:2][CH2:3][CH2:4][CH2:5][CH2:6][CH2:7][CH2:8][CH2:9][CH2:10][CH2:11][CH3:12].[F:21][C:22]([F:32])([F:31])[C:23]1[CH:30]=[CH:29][CH:28]=[CH:27][C:24]=1[CH2:25][NH2:26]. (2) The reactants are: [NH2:1][C:2]1[CH:3]=[C:4]([N:8]2[C:13](=[O:14])[C:12]([CH2:15][C:16]3[CH:17]=[N:18][CH:19]=[CH:20][CH:21]=3)=[N:11][C:10]3[CH:22]=[CH:23][CH:24]=[N:25][C:9]2=3)[CH:5]=[CH:6][CH:7]=1.[Cl:26][C:27]1[CH:28]=[C:29]([CH:33]=[C:34]([Cl:36])[CH:35]=1)[C:30](Cl)=[O:31]. Given the product [ClH:26].[Cl:26][C:27]1[CH:28]=[C:29]([CH:33]=[C:34]([Cl:36])[CH:35]=1)[C:30]([NH:1][C:2]1[CH:3]=[C:4]([N:8]2[C:13](=[O:14])[C:12]([CH2:15][C:16]3[CH:17]=[N:18][CH:19]=[CH:20][CH:21]=3)=[N:11][C:10]3[CH:22]=[CH:23][CH:24]=[N:25][C:9]2=3)[CH:5]=[CH:6][CH:7]=1)=[O:31], predict the reactants needed to synthesize it.